Dataset: Reaction yield outcomes from USPTO patents with 853,638 reactions. Task: Predict the reaction yield, written as a fraction of the theoretical maximum amount of product (1.0 means a 100% yield; for example, 0.34 means a 34% yield). (1) The reactants are C([C:3]1[C:4]([O:12][C:13]([F:16])([F:15])[F:14])=[C:5]([CH:9]=[CH:10][CH:11]=1)[C:6]([OH:8])=O)#C.[CH3:17][O:18][C:19](=[O:33])[C:20]([NH2:32])([CH3:31])[CH2:21][C:22]1[C:30]2[C:25](=[CH:26][CH:27]=[CH:28][CH:29]=2)[NH:24][CH:23]=1.[CH:34]1C=CC2N(O)N=NC=2[CH:39]=1.CCN=C=NCCCN(C)C. The catalyst is CN(C=O)C.O. The product is [CH3:17][O:18][C:19](=[O:33])[C:20]([NH:32][C:6](=[O:8])[C:5]1[CH:9]=[C:10]([C:34]#[CH:39])[CH:11]=[CH:3][C:4]=1[O:12][C:13]([F:14])([F:15])[F:16])([CH3:31])[CH2:21][C:22]1[C:30]2[C:25](=[CH:26][CH:27]=[CH:28][CH:29]=2)[NH:24][CH:23]=1. The yield is 0.720. (2) The reactants are [NH2:1][C:2]1[N:31]=[C:5]2[CH:6]=[CH:7][C:8]([O:10][C:11]3[CH:12]=[C:13]([NH:17][C:18](=[O:30])[C:19]4[CH:24]=[CH:23][CH:22]=[C:21]([C:25]([C:28]#[N:29])([CH3:27])[CH3:26])[CH:20]=4)[CH:14]=[CH:15][CH:16]=3)=[CH:9][N:4]2[N:3]=1.C([O:35][CH2:36][C:37](Cl)=[O:38])(=O)C.C(=O)([O-])[O-].[K+].[K+].O. The catalyst is N1C=CC=CC=1. The product is [C:28]([C:25]([C:21]1[CH:20]=[C:19]([CH:24]=[CH:23][CH:22]=1)[C:18]([NH:17][C:13]1[CH:14]=[CH:15][CH:16]=[C:11]([O:10][C:8]2[CH:7]=[CH:6][C:5]3[N:4]([N:3]=[C:2]([NH:1][C:36](=[O:35])[CH2:37][OH:38])[N:31]=3)[CH:9]=2)[CH:12]=1)=[O:30])([CH3:27])[CH3:26])#[N:29]. The yield is 0.560. (3) The reactants are [CH2:1]([N:3]([CH3:5])[CH3:4])[CH3:2].[Cl:6][CH2:7][CH2:8][O:9][CH3:10]. The catalyst is CC#N.CO. The product is [Cl-:6].[CH2:1]([N+:3]([CH2:7][CH2:8][O:9][CH3:10])([CH3:5])[CH3:4])[CH3:2]. The yield is 0.860. (4) The reactants are Cl[C:2]1[N:10]=[C:9](Cl)[CH:8]=[CH:7][C:3]=1[C:4]([NH2:6])=[O:5].[C:12]([NH:20][C:21]1[CH:26]=[CH:25][C:24]([OH:27])=[CH:23][CH:22]=1)(=[O:19])[C:13]1[CH:18]=[CH:17][CH:16]=[CH:15][CH:14]=1.C(O[C:33](=[O:40])[NH:34][C@H:35]1[CH2:39][CH2:38][NH:37][CH2:36]1)(C)(C)C.[C:41](O)(=O)[CH:42]=C.CO.C(Cl)(Cl)(Cl)Cl. The yield is 0.449. No catalyst specified. The product is [C:33]([NH:34][C@H:35]1[CH2:39][CH2:38][N:37]([C:9]2[CH:8]=[CH:7][C:3]([C:4]([NH2:6])=[O:5])=[C:2]([O:27][C:24]3[CH:23]=[CH:22][C:21]([NH:20][C:12](=[O:19])[C:13]4[CH:14]=[CH:15][CH:16]=[CH:17][CH:18]=4)=[CH:26][CH:25]=3)[N:10]=2)[CH2:36]1)(=[O:40])[CH:41]=[CH2:42]. (5) The reactants are C([O:4][CH2:5][C:6]1[CH:11]=[C:10]([O:12][C@@H:13]2[CH2:17][CH2:16][O:15][CH2:14]2)[CH:9]=[C:8]([CH3:18])[C:7]=1[C:19]1[CH:24]=[CH:23][CH:22]=[C:21]([CH2:25][O:26][C:27]2[CH:40]=[CH:39][C:30]3[C@H:31]([CH2:34][C:35]([O:37]C)=[O:36])[CH2:32][O:33][C:29]=3[CH:28]=2)[CH:20]=1)(=O)C.[OH-].[Li+].O.[OH-].[Na+]. The catalyst is CO.O1CCCC1. The product is [OH:4][CH2:5][C:6]1[CH:11]=[C:10]([O:12][C@@H:13]2[CH2:17][CH2:16][O:15][CH2:14]2)[CH:9]=[C:8]([CH3:18])[C:7]=1[C:19]1[CH:24]=[CH:23][CH:22]=[C:21]([CH2:25][O:26][C:27]2[CH:40]=[CH:39][C:30]3[C@H:31]([CH2:34][C:35]([OH:37])=[O:36])[CH2:32][O:33][C:29]=3[CH:28]=2)[CH:20]=1. The yield is 0.0860. (6) The reactants are [CH3:1][C:2]1[CH:7]=[C:6]([O:8][CH:9]2[CH2:14][CH2:13][NH:12][CH2:11][CH2:10]2)[CH:5]=[C:4]([CH3:15])[C:3]=1[C:16]1[CH:21]=[CH:20][CH:19]=[C:18]([CH2:22][O:23][C:24]2[CH:37]=[CH:36][C:27]3[C@H:28]([CH2:31][C:32]([O:34]C)=[O:33])[CH2:29][O:30][C:26]=3[CH:25]=2)[CH:17]=1.[OH-].[Na+]. The catalyst is CO. The product is [CH3:1][C:2]1[CH:7]=[C:6]([O:8][CH:9]2[CH2:10][CH2:11][NH:12][CH2:13][CH2:14]2)[CH:5]=[C:4]([CH3:15])[C:3]=1[C:16]1[CH:21]=[CH:20][CH:19]=[C:18]([CH2:22][O:23][C:24]2[CH:37]=[CH:36][C:27]3[C@H:28]([CH2:31][C:32]([OH:34])=[O:33])[CH2:29][O:30][C:26]=3[CH:25]=2)[CH:17]=1. The yield is 1.00.